The task is: Predict which catalyst facilitates the given reaction.. This data is from Catalyst prediction with 721,799 reactions and 888 catalyst types from USPTO. (1) Reactant: [CH:1]1([C:6]([F:11])([F:10])[C:7]([OH:9])=O)[CH2:5][CH2:4][CH2:3][CH2:2]1.P(Cl)(Cl)(Cl)=O.Cl.[NH2:18][CH2:19][C:20]1[CH:21]=[C:22]2[C:26](=[CH:27][CH:28]=1)[C:25](=[O:29])[N:24]([CH:30]1[CH2:35][CH2:34][C:33](=[O:36])[NH:32][C:31]1=[O:37])[CH2:23]2.C(=O)(O)[O-].[Na+]. Product: [CH:1]1([C:6]([F:11])([F:10])[C:7]([NH:18][CH2:19][C:20]2[CH:21]=[C:22]3[C:26](=[CH:27][CH:28]=2)[C:25](=[O:29])[N:24]([CH:30]2[CH2:35][CH2:34][C:33](=[O:36])[NH:32][C:31]2=[O:37])[CH2:23]3)=[O:9])[CH2:2][CH2:3][CH2:4][CH2:5]1. The catalyst class is: 17. (2) Reactant: [F:1][C:2]1[CH:3]=[CH:4][C:5]([O:15][CH2:16][C:17]2[CH:22]=[CH:21][C:20]([F:23])=[CH:19][CH:18]=2)=[C:6]([C:8](=O)[CH2:9][CH2:10][C:11](=O)[CH3:12])[CH:7]=1.[CH3:24][O:25][C:26](=[O:38])[C:27]1[CH:32]=[C:31]([C:33]([F:36])([F:35])[F:34])[CH:30]=[C:29]([NH2:37])[CH:28]=1.CC1C=CC(S(O)(=O)=O)=CC=1.Cl. Product: [CH3:3][CH2:4][CH2:5][CH:6]([CH3:8])[CH3:7].[CH3:2][CH2:24][O:25][C:26]([CH3:27])=[O:38].[CH3:24][O:25][C:26](=[O:38])[C:27]1[CH:32]=[C:31]([C:33]([F:36])([F:35])[F:34])[CH:30]=[C:29]([N:37]2[C:11]([CH3:12])=[CH:10][CH:9]=[C:8]2[C:6]2[CH:7]=[C:2]([F:1])[CH:3]=[CH:4][C:5]=2[O:15][CH2:16][C:17]2[CH:22]=[CH:21][C:20]([F:23])=[CH:19][CH:18]=2)[CH:28]=1. The catalyst class is: 496. (3) Reactant: O[NH:2][C@H:3]([C:12](N)=[O:13])[CH2:4][C:5](=[O:11])[O:6][C:7]([CH3:10])([CH3:9])[CH3:8].C(Cl)(Cl)=[O:16]. Product: [NH2:2][C@H:3]([C:12]([OH:13])=[O:16])[CH2:4][C:5](=[O:11])[O:6][C:7]([CH3:10])([CH3:9])[CH3:8]. The catalyst class is: 1. (4) Reactant: Br[C:2]1[CH2:6][CH2:5][CH2:4][C:3]=1[N:7]1[C:15]2[CH:14]=[CH:13][C:12]([CH3:16])=[CH:11][C:10]=2[C:9]2[CH2:17][N:18]([CH3:21])[CH2:19][CH2:20][C:8]1=2.[S:22]1[C:26](B(O)O)=[CH:25][C:24]2[CH:30]=[CH:31][CH:32]=[CH:33][C:23]1=2.C(=O)([O-])[O-].[K+].[K+].O. Product: [S:22]1[C:26]([C:2]2[CH2:6][CH2:5][CH2:4][C:3]=2[N:7]2[C:15]3[CH:14]=[CH:13][C:12]([CH3:16])=[CH:11][C:10]=3[C:9]3[CH2:17][N:18]([CH3:21])[CH2:19][CH2:20][C:8]2=3)=[CH:25][C:24]2[CH:30]=[CH:31][CH:32]=[CH:33][C:23]1=2. The catalyst class is: 104. (5) Reactant: Br[C:2]1[CH:3]=[CH:4][C:5]2[S:9][C:8]3=[C:10]([C:31]#[C:32][Si:33]([CH2:38][CH3:39])([CH2:36][CH3:37])[CH2:34][CH3:35])[C:11]4[C:15]5[CH:16]=[C:17](Br)[CH:18]=[CH:19][C:14]=5[S:13][C:12]=4[C:21]([C:22]#[C:23][Si:24]([CH2:29][CH3:30])([CH2:27][CH3:28])[CH2:25][CH3:26])=[C:7]3[C:6]=2[CH:40]=1.[C:41]1(/[CH:47]=[CH:48]/B(O)O)[CH:46]=[CH:45][CH:44]=[CH:43][CH:42]=1.C(=O)([O-])[O-].[K+].[K+]. Product: [C:41]1([CH:47]=[CH:48][C:17]2[CH:18]=[CH:19][C:14]3[S:13][C:12]4=[C:21]([C:22]#[C:23][Si:24]([CH2:29][CH3:30])([CH2:25][CH3:26])[CH2:27][CH3:28])[C:7]5[C:6]6[CH:40]=[C:2]([CH:21]=[CH:7][C:6]7[CH:40]=[CH:2][CH:3]=[CH:4][CH:5]=7)[CH:3]=[CH:4][C:5]=6[S:9][C:8]=5[C:10]([C:31]#[C:32][Si:33]([CH2:36][CH3:37])([CH2:34][CH3:35])[CH2:38][CH3:39])=[C:11]4[C:15]=3[CH:16]=2)[CH:46]=[CH:45][CH:44]=[CH:43][CH:42]=1. The catalyst class is: 1. (6) Reactant: [Br:1][C:2]1[C:3]([CH3:13])=[C:4]([CH2:8][NH:9][CH:10]([CH3:12])[CH3:11])[CH:5]=[N:6][CH:7]=1.[C:14](O[C:14]([O:16][C:17]([CH3:20])([CH3:19])[CH3:18])=[O:15])([O:16][C:17]([CH3:20])([CH3:19])[CH3:18])=[O:15].[OH-].[Na+]. Product: [C:17]([O:16][C:14](=[O:15])[N:9]([CH2:8][C:4]1[CH:5]=[N:6][CH:7]=[C:2]([Br:1])[C:3]=1[CH3:13])[CH:10]([CH3:11])[CH3:12])([CH3:20])([CH3:19])[CH3:18]. The catalyst class is: 1. (7) Reactant: [OH:1][C:2]1[CH:9]=[CH:8][C:5]([CH:6]=[O:7])=[CH:4][C:3]=1[CH3:10].[B-].CCCC[N+](CCCC)(CCCC)CCCC.[Cl-].[NH4+]. Product: [OH:7][CH2:6][C:5]1[CH:8]=[CH:9][C:2]([OH:1])=[C:3]([CH3:10])[CH:4]=1. The catalyst class is: 2.